This data is from Catalyst prediction with 721,799 reactions and 888 catalyst types from USPTO. The task is: Predict which catalyst facilitates the given reaction. Reactant: C(N(CC)CC)C.[NH2:8][C:9]1[C:18]2[N:19]=[C:20]([CH2:31][CH3:32])[N:21]([CH2:22][CH2:23][CH2:24][CH2:25][NH:26][S:27]([CH3:30])(=[O:29])=[O:28])[C:17]=2[C:16]2[CH:15]=[CH:14][CH:13]=[CH:12][C:11]=2[N:10]=1.Cl[C:34]([O:36][CH2:37][CH3:38])=[O:35]. Product: [CH2:31]([C:20]1[N:21]([CH2:22][CH2:23][CH2:24][CH2:25][NH:26][S:27]([CH3:30])(=[O:29])=[O:28])[C:17]2[C:16]3[CH:15]=[CH:14][CH:13]=[CH:12][C:11]=3[N:10]=[C:9]([NH:8][C:34](=[O:35])[O:36][CH2:37][CH3:38])[C:18]=2[N:19]=1)[CH3:32]. The catalyst class is: 9.